From a dataset of Reaction yield outcomes from USPTO patents with 853,638 reactions. Predict the reaction yield, written as a fraction of the theoretical maximum amount of product (1.0 means a 100% yield; for example, 0.34 means a 34% yield). The reactants are [Cl:1][C:2]1[CH:7]=[CH:6][C:5]([OH:8])=[CH:4][C:3]=1[C:9]([F:12])([F:11])[F:10].F[C:14]1[CH:21]=[CH:20][C:19]([CH:22]=[O:23])=[CH:18][C:15]=1[C:16]#[N:17].C([O-])([O-])=O.[K+].[K+]. The catalyst is CN(C=O)C.CC(=O)OCC. The product is [Cl:1][C:2]1[CH:7]=[CH:6][C:5]([O:8][C:14]2[CH:21]=[CH:20][C:19]([CH:22]=[O:23])=[CH:18][C:15]=2[C:16]#[N:17])=[CH:4][C:3]=1[C:9]([F:10])([F:11])[F:12]. The yield is 0.960.